Dataset: HIV replication inhibition screening data with 41,000+ compounds from the AIDS Antiviral Screen. Task: Binary Classification. Given a drug SMILES string, predict its activity (active/inactive) in a high-throughput screening assay against a specified biological target. The compound is Clc1cc(Cl)c2n[se]nc2c1. The result is 0 (inactive).